Dataset: Reaction yield outcomes from USPTO patents with 853,638 reactions. Task: Predict the reaction yield, written as a fraction of the theoretical maximum amount of product (1.0 means a 100% yield; for example, 0.34 means a 34% yield). (1) The reactants are [Cl:1][C:2]1[N:3]([C@@H:15]2[O:21][C@H:20]([CH2:22][OH:23])[C@@H:18]([OH:19])[C@H:16]2[OH:17])[C:4]2[C:9]([C:10]=1[CH:11]=O)=[CH:8][C:7]([Cl:13])=[C:6]([Cl:14])[CH:5]=2.[NH:24]([C:26]([O:28][CH3:29])=[O:27])[NH2:25].O. The catalyst is CO. The product is [Cl:1][CH:2]1[C:10](=[C:11]=[N:25][NH:24][C:26]([O:28][CH3:29])=[O:27])[C:9]2[C:4](=[CH:5][C:6]([Cl:14])=[C:7]([Cl:13])[CH:8]=2)[N:3]1[C@@H:15]1[O:21][C@H:20]([CH2:22][OH:23])[C@@H:18]([OH:19])[C@H:16]1[OH:17]. The yield is 0.850. (2) The reactants are [F-].C([N+](CCCC)(CCCC)CCCC)CCC.[N:19]1[CH:24]=[CH:23][C:22]([C:25]2[CH:32]=[CH:31][C:28]([CH:29]=[O:30])=[CH:27][CH:26]=2)=[CH:21][CH:20]=1.[F:33][C:34]([Si](C)(C)C)([F:36])[F:35].Cl. The catalyst is C1COCC1. The product is [F:33][C:34]([F:36])([F:35])[CH:29]([C:28]1[CH:31]=[CH:32][C:25]([C:22]2[CH:23]=[CH:24][N:19]=[CH:20][CH:21]=2)=[CH:26][CH:27]=1)[OH:30]. The yield is 0.510. (3) The reactants are [F:1][CH2:2][CH2:3][CH2:4][N:5]1[C:17]2[CH:16]=[CH:15][C:14]([CH:18]=O)=[CH:13][C:12]=2[C:11]2[C:6]1=[CH:7][CH:8]=[CH:9][CH:10]=2.Cl.NO.C(O)(=O)C.[N:27]1C=CC=CC=1. The catalyst is CN(C)C=O. The product is [F:1][CH2:2][CH2:3][CH2:4][N:5]1[C:17]2[CH:16]=[CH:15][C:14]([C:18]#[N:27])=[CH:13][C:12]=2[C:11]2[C:6]1=[CH:7][CH:8]=[CH:9][CH:10]=2. The yield is 0.540.